From a dataset of Forward reaction prediction with 1.9M reactions from USPTO patents (1976-2016). Predict the product of the given reaction. (1) Given the reactants CN(C=O)C.O.[CH:7]([O:9]CCCC)=[CH2:8].C1(P(C2C=CC=CC=2)CCCP(C2C=CC=CC=2)C2C=CC=CC=2)C=CC=CC=1.Br[C:44]1[CH:45]=[C:46]2[C:55](=[C:56]3[C:61]=1[CH:60]=[CH:59][CH:58]=[N:57]3)[NH:54][S:53](=[O:63])(=[O:62])[C:52]1[C:47]2=[CH:48][CH:49]=[CH:50][CH:51]=1, predict the reaction product. The product is: [O:62]=[S:53]1(=[O:63])[C:52]2[C:47](=[CH:48][CH:49]=[CH:50][CH:51]=2)[C:46]2[C:55](=[C:56]3[C:61](=[C:44]([C:7](=[O:9])[CH3:8])[CH:45]=2)[CH:60]=[CH:59][CH:58]=[N:57]3)[NH:54]1. (2) Given the reactants [Br:1][C:2]1[CH:7]=[CH:6][C:5]([C:8](=[O:13])[C:9]([CH3:12])([CH3:11])[CH3:10])=[CH:4][CH:3]=1.[H-].[H-].[H-].[H-].[Li+].[Al+3], predict the reaction product. The product is: [Br:1][C:2]1[CH:3]=[CH:4][C:5]([CH:8]([OH:13])[C:9]([CH3:11])([CH3:10])[CH3:12])=[CH:6][CH:7]=1.